Predict the reactants needed to synthesize the given product. From a dataset of Full USPTO retrosynthesis dataset with 1.9M reactions from patents (1976-2016). (1) Given the product [C:8]([O:13][CH2:31][CH2:30][CH2:29][CH2:28][CH2:27][CH2:26][CH2:25][CH2:24][CH2:23][CH2:22][CH2:21][CH2:20][CH2:19][CH2:18][CH2:17][CH2:16][CH2:15][CH3:14])(=[O:12])[C:9]([CH3:11])=[O:10], predict the reactants needed to synthesize it. The reactants are: C1(C)C=CC=CC=1.[C:8]([OH:13])(=[O:12])[C:9]([CH3:11])=[O:10].[CH2:14](O)[CH2:15][CH2:16][CH2:17][CH2:18][CH2:19][CH2:20][CH2:21][CH2:22][CH2:23][CH2:24][CH2:25][CH2:26][CH2:27][CH2:28][CH2:29][CH2:30][CH3:31]. (2) Given the product [CH:1]([O:4][C:5](=[O:19])[C:6]1[CH:11]=[CH:10][C:9]([O:12][CH:13]([CH3:15])[CH3:14])=[C:8]([NH2:16])[CH:7]=1)([CH3:3])[CH3:2], predict the reactants needed to synthesize it. The reactants are: [CH:1]([O:4][C:5](=[O:19])[C:6]1[CH:11]=[CH:10][C:9]([O:12][CH:13]([CH3:15])[CH3:14])=[C:8]([N+:16]([O-])=O)[CH:7]=1)([CH3:3])[CH3:2].COC1C=CC(C#N)=CC=1[N+]([O-])=O.CC1C=CC(C(N)=O)=CC=1NC(N)=S. (3) Given the product [NH2:34][C:30]1[CH:29]=[C:28]([C:2]#[C:1][C:3]2[N:7]3[N:8]=[C:9]([C:12]4[CH:13]=[CH:14][C:15]([C:18]([N:20]5[CH2:21][CH2:22][N:23]([CH3:26])[CH2:24][CH2:25]5)=[O:19])=[CH:16][CH:17]=4)[CH:10]=[CH:11][C:6]3=[N:5][CH:4]=2)[CH:33]=[CH:32][N:31]=1, predict the reactants needed to synthesize it. The reactants are: [C:1]([C:3]1[N:7]2[N:8]=[C:9]([C:12]3[CH:17]=[CH:16][C:15]([C:18]([N:20]4[CH2:25][CH2:24][N:23]([CH3:26])[CH2:22][CH2:21]4)=[O:19])=[CH:14][CH:13]=3)[CH:10]=[CH:11][C:6]2=[N:5][CH:4]=1)#[CH:2].I[C:28]1[CH:33]=[CH:32][N:31]=[C:30]([NH2:34])[CH:29]=1.CCN(C(C)C)C(C)C. (4) Given the product [CH3:1][O:2][C:3](=[O:20])[NH:4][C:5]1[S:6][C:7]2[C:13]([C:14](=[O:17])[CH2:15][Br:16])=[CH:12][CH:11]=[C:10]([O:18][CH3:19])[C:8]=2[N:9]=1, predict the reactants needed to synthesize it. The reactants are: [CH3:1][O:2][C:3](=[O:20])[NH:4][C:5]1[S:6][C:7]2[C:13]([CH:14]([OH:17])[CH2:15][Br:16])=[CH:12][CH:11]=[C:10]([O:18][CH3:19])[C:8]=2[N:9]=1. (5) Given the product [CH2:10]([O:9][C:7]([C:5]1[O:6][C:2]([N:18]2[CH2:19][CH2:20][C@H:16]([O:15][C:14]3[CH:21]=[C:22]([F:25])[CH:23]=[CH:24][C:13]=3[Br:12])[CH2:17]2)=[N:3][N:4]=1)=[O:8])[CH3:11], predict the reactants needed to synthesize it. The reactants are: Br[C:2]1[O:6][C:5]([C:7]([O:9][CH2:10][CH3:11])=[O:8])=[N:4][N:3]=1.[Br:12][C:13]1[CH:24]=[CH:23][C:22]([F:25])=[CH:21][C:14]=1[O:15][C@H:16]1[CH2:20][CH2:19][NH:18][CH2:17]1.C1CCN2C(=NCCC2)CC1. (6) Given the product [C:7]([C:5]1[Se:4][C:3]2[C:11](=[O:12])[NH:13][CH:20]=[N:1][C:2]=2[CH:6]=1)([CH3:10])([CH3:8])[CH3:9], predict the reactants needed to synthesize it. The reactants are: [NH2:1][C:2]1[CH:6]=[C:5]([C:7]([CH3:10])([CH3:9])[CH3:8])[Se:4][C:3]=1[C:11]([NH2:13])=[O:12].S(=O)(=O)(O)O.N.[CH:20](O)=O. (7) Given the product [CH3:7][C:8]([CH3:10])=[CH:9][N:1]1[CH2:6][CH2:5][N:4]([CH:7]=[C:8]([CH3:10])[CH3:9])[CH2:3][CH2:2]1, predict the reactants needed to synthesize it. The reactants are: [NH:1]1[CH2:6][CH2:5][NH:4][CH2:3][CH2:2]1.[CH:7](=O)[CH:8]([CH3:10])[CH3:9]. (8) Given the product [CH:1]1([O:7][CH2:10][C:11]([O:13][CH2:14][CH3:15])=[O:12])[CH2:6][CH2:5][CH2:4][CH2:3][CH2:2]1, predict the reactants needed to synthesize it. The reactants are: [CH:1]1([OH:7])[CH2:6][CH2:5][CH2:4][CH2:3][CH2:2]1.[N+](=[CH:10][C:11]([O:13][CH2:14][CH3:15])=[O:12])=[N-]. (9) Given the product [F:19][C:20]1[CH:25]=[C:24]([F:26])[CH:23]=[CH:22][C:21]=1[CH2:27][NH:28][C:29]([C:31]1[C:32](=[O:47])[C:33]([O:46][CH2:2][O:3][C:4]([O:6][CH2:7][C:8]([O:10][CH2:11][C:12]2[CH:17]=[CH:16][CH:15]=[CH:14][CH:13]=2)=[O:9])=[O:5])=[C:34]2[C:39](=[O:40])[N:38]3[C@@H:41]([CH3:44])[CH2:42][O:43][C@@H:37]3[CH2:36][N:35]2[CH:45]=1)=[O:30], predict the reactants needed to synthesize it. The reactants are: I[CH2:2][O:3][C:4]([O:6][CH2:7][C:8]([O:10][CH2:11][C:12]1[CH:17]=[CH:16][CH:15]=[CH:14][CH:13]=1)=[O:9])=[O:5].[Na].[F:19][C:20]1[CH:25]=[C:24]([F:26])[CH:23]=[CH:22][C:21]=1[CH2:27][NH:28][C:29]([C:31]1[C:32](=[O:47])[C:33]([OH:46])=[C:34]2[C:39](=[O:40])[N:38]3[C@@H:41]([CH3:44])[CH2:42][O:43][C@@H:37]3[CH2:36][N:35]2[CH:45]=1)=[O:30].C(=O)([O-])[O-]. (10) Given the product [C:1]([O:5][C:6]([N:8]1[CH2:13][CH2:12][CH2:11][C@@H:10]([NH:14][C:19]2[CH:20]=[CH:21][CH:22]=[CH:23][C:18]=2[N+:15]([O-:17])=[O:16])[CH2:9]1)=[O:7])([CH3:4])([CH3:2])[CH3:3], predict the reactants needed to synthesize it. The reactants are: [C:1]([O:5][C:6]([N:8]1[CH2:13][CH2:12][CH2:11][C@@H:10]([NH2:14])[CH2:9]1)=[O:7])([CH3:4])([CH3:3])[CH3:2].[N+:15]([C:18]1[CH:23]=[CH:22][CH:21]=[CH:20][C:19]=1F)([O-:17])=[O:16].C([O-])([O-])=O.[K+].[K+].